Dataset: Full USPTO retrosynthesis dataset with 1.9M reactions from patents (1976-2016). Task: Predict the reactants needed to synthesize the given product. (1) Given the product [C:8]([C:5]1[CH:6]=[CH:7][N:3]([CH2:2][C:14]([CH2:13][CH2:12][C:11]([F:10])([F:19])[F:20])([C:15]#[N:16])[C:17]#[N:18])[CH:4]=1)#[N:9], predict the reactants needed to synthesize it. The reactants are: Cl[CH2:2][N:3]1[CH:7]=[CH:6][C:5]([C:8]#[N:9])=[CH:4]1.[F:10][C:11]([F:20])([F:19])[CH2:12][CH2:13][CH:14]([C:17]#[N:18])[C:15]#[N:16].C(=O)([O-])[O-].[K+].[K+].O. (2) Given the product [CH:2]1([N:7]2[CH2:12][CH2:11][CH:10]([C:13]([Cl:18])=[O:15])[CH2:9][CH2:8]2)[CH2:6][CH2:5][CH2:4][CH2:3]1, predict the reactants needed to synthesize it. The reactants are: Cl.[CH:2]1([N:7]2[CH2:12][CH2:11][CH:10]([C:13]([OH:15])=O)[CH2:9][CH2:8]2)[CH2:6][CH2:5][CH2:4][CH2:3]1.S(Cl)([Cl:18])=O. (3) Given the product [CH2:10]([C:6]1[CH:5]=[CH:4][N:3]=[CH:2][C:7]=1[C:8]#[N:9])[CH2:11][CH3:12], predict the reactants needed to synthesize it. The reactants are: Cl[C:2]1[C:7]([C:8]#[N:9])=[C:6]([CH2:10][CH2:11][CH3:12])[CH:5]=[C:4](Cl)[N:3]=1.CCN(CC)CC. (4) The reactants are: FC1C=C(F)C=CC=1C1C=C(CN2C(=O)C3=CC=CC=C3C2=O)C(=O)N(CC(C)C)N=1.[C:32]([C:35]1[C:36](=[O:60])[N:37]([CH2:50][CH:51]=[CH:52][C:53]2[CH:58]=[CH:57][C:56]([Cl:59])=[CH:55][CH:54]=2)[N:38]=[C:39]([C:41]2[CH:46]=[CH:45][C:44]([O:47][CH3:48])=[C:43]([F:49])[CH:42]=2)[CH:40]=1)(O)=[O:33]. Given the product [Cl:59][C:56]1[CH:57]=[CH:58][C:53]([CH:52]=[CH:51][CH2:50][N:37]2[C:36](=[O:60])[C:35]([CH2:32][OH:33])=[CH:40][C:39]([C:41]3[CH:46]=[CH:45][C:44]([O:47][CH3:48])=[C:43]([F:49])[CH:42]=3)=[N:38]2)=[CH:54][CH:55]=1, predict the reactants needed to synthesize it. (5) Given the product [CH2:18]([N:8]([CH2:1][C:2]1[CH:3]=[CH:4][CH:5]=[CH:6][CH:7]=1)[CH:9]([CH2:13][O:14][CH:15]([F:16])[F:17])[C:10]([NH:45][CH2:44][C:43]1[CH:46]=[CH:47][C:48]([F:49])=[C:41]([F:40])[CH:42]=1)=[O:12])[C:19]1[CH:24]=[CH:23][CH:22]=[CH:21][CH:20]=1, predict the reactants needed to synthesize it. The reactants are: [CH2:1]([N:8]([CH2:18][C:19]1[CH:24]=[CH:23][CH:22]=[CH:21][CH:20]=1)[CH:9]([CH2:13][O:14][CH:15]([F:17])[F:16])[C:10]([OH:12])=O)[C:2]1[CH:7]=[CH:6][CH:5]=[CH:4][CH:3]=1.C(N(CC)CC)C.ClC(OCC(C)C)=O.[F:40][C:41]1[CH:42]=[C:43]([CH:46]=[CH:47][C:48]=1[F:49])[CH2:44][NH2:45]. (6) Given the product [CH3:29][C:30]1([CH3:37])[O:35][CH2:34][CH:33]([N:24]2[CH2:23][CH2:22][C:21]3[CH:27]=[CH:28][C:18]([C:15]4[N:14]=[C:13]([C:8]5[CH:9]=[C:10]([C:11]#[N:12])[C:5]([NH:4][CH2:1][CH2:2][CH3:3])=[N:6][CH:7]=5)[O:17][N:16]=4)=[CH:19][C:20]=3[CH2:26][CH2:25]2)[CH2:32][O:31]1, predict the reactants needed to synthesize it. The reactants are: [CH2:1]([NH:4][C:5]1[C:10]([C:11]#[N:12])=[CH:9][C:8]([C:13]2[O:17][N:16]=[C:15]([C:18]3[CH:28]=[CH:27][C:21]4[CH2:22][CH2:23][NH:24][CH2:25][CH2:26][C:20]=4[CH:19]=3)[N:14]=2)=[CH:7][N:6]=1)[CH2:2][CH3:3].[CH3:29][C:30]1([CH3:37])[O:35][CH2:34][C:33](=O)[CH2:32][O:31]1.C(O[BH-](OC(=O)C)OC(=O)C)(=O)C.[Na+].C(O)(=O)C.C(=O)([O-])O.[Na+]. (7) Given the product [CH3:18][C:17]1([CH3:23])[O:1][C@H:2]([C@H:6]([CH2:10][CH:11]([CH3:13])[CH3:12])[C:7]([OH:9])=[O:8])[C:3](=[O:5])[O:4]1, predict the reactants needed to synthesize it. The reactants are: [OH:1][C@H:2]([CH:6]([CH2:10][CH:11]([CH3:13])[CH3:12])[C:7]([OH:9])=[O:8])[C:3]([OH:5])=[O:4].S(O)([C:17]1[CH:23]=CC(C)=C[CH:18]=1)(=O)=O.O. (8) Given the product [CH3:1][O:2][C:3](=[O:17])[CH2:4][CH2:5][CH2:6][C:7](=[O:16])[NH:8][C:9]1[CH:14]=[CH:13][C:12]([CH2:31][CH2:30][C:29](=[O:32])[CH3:28])=[CH:11][CH:10]=1, predict the reactants needed to synthesize it. The reactants are: [CH3:1][O:2][C:3](=[O:17])[CH2:4][CH2:5][CH2:6][C:7](=[O:16])[NH:8][C:9]1[CH:14]=[CH:13][C:12](I)=[CH:11][CH:10]=1.CN(C=O)C.C(=O)(O)[O-].[Na+].[CH3:28][CH:29]([OH:32])[CH:30]=[CH2:31]. (9) Given the product [OH:22][CH2:21][C:16]1[CH:17]=[CH:18][CH:19]=[CH:20][C:15]=1[NH:14][C:7]([C:5]1[C:4]([C:10]([F:13])([F:12])[F:11])=[N:3][N:2]([CH3:1])[CH:6]=1)=[O:8], predict the reactants needed to synthesize it. The reactants are: [CH3:1][N:2]1[CH:6]=[C:5]([C:7](Cl)=[O:8])[C:4]([C:10]([F:13])([F:12])[F:11])=[N:3]1.[NH2:14][C:15]1[CH:20]=[CH:19][CH:18]=[CH:17][C:16]=1[CH2:21][OH:22].C(N(CC)CC)C.O.